Dataset: Reaction yield outcomes from USPTO patents with 853,638 reactions. Task: Predict the reaction yield, written as a fraction of the theoretical maximum amount of product (1.0 means a 100% yield; for example, 0.34 means a 34% yield). (1) The reactants are C(OC([NH:8][C:9]1[CH:14]=[CH:13][C:12]([CH2:15][NH:16][C:17]2[C:22]([Cl:23])=[CH:21][N:20]=[C:19]([Cl:24])[N:18]=2)=[CH:11][C:10]=1[CH2:25][CH2:26][C:27]1[CH:28]=[C:29]([NH:33]C(=O)OC(C)(C)C)[CH:30]=[N:31][CH:32]=1)=O)(C)(C)C.CO.[ClH:43]. The catalyst is O1CCOCC1. The product is [ClH:23].[ClH:43].[ClH:23].[NH2:8][C:9]1[CH:14]=[CH:13][C:12]([CH2:15][NH:16][C:17]2[C:22]([Cl:23])=[CH:21][N:20]=[C:19]([Cl:24])[N:18]=2)=[CH:11][C:10]=1[CH2:25][CH2:26][C:27]1[CH:32]=[N:31][CH:30]=[C:29]([NH2:33])[CH:28]=1. The yield is 0.980. (2) The reactants are [C:1]([O:9][CH2:10][CH3:11])(=[O:8])[CH2:2][C:3]([O:5][CH2:6][CH3:7])=[O:4].[C:12](#[N:15])[CH:13]=[CH2:14].Cl. The catalyst is CO.O1CCOCC1. The product is [C:12]([CH2:13][CH2:14][C:2]([CH2:14][CH2:13][C:12]#[N:15])([C:3]([O:5][CH2:6][CH3:7])=[O:4])[C:1]([O:9][CH2:10][CH3:11])=[O:8])#[N:15]. The yield is 0.758. (3) The reactants are C(O[CH:4](OCC)[CH2:5][N:6]1[C:14]2[CH2:13][CH2:12][CH2:11][CH2:10][C:9]=2[CH:8]=[C:7]1[C:15]([NH2:17])=[O:16])C.C(=O)([O-])[O-].[Na+].[Na+]. The catalyst is C(O)(=O)C. The product is [C:15]1(=[O:16])[C:7]2=[CH:8][C:9]3[CH2:10][CH2:11][CH2:12][CH2:13][C:14]=3[N:6]2[CH:5]=[CH:4][NH:17]1. The yield is 0.880. (4) The reactants are [C:1]1(C)[CH:6]=[CH:5][C:4]([CH:7]([C:14]2[CH:19]=[CH:18][C:17](C)=[CH:16][CH:15]=2)[S:8]([CH2:10][C:11]([NH2:13])=[O:12])=[O:9])=[CH:3][CH:2]=1.[CH:22](SCC(NC)=O)(C1C=CC=CC=1)C1C=CC=CC=1. No catalyst specified. The product is [CH:7]([S:8]([CH2:10][C:11]([NH:13][CH3:22])=[O:12])=[O:9])([C:14]1[CH:19]=[CH:18][CH:17]=[CH:16][CH:15]=1)[C:4]1[CH:5]=[CH:6][CH:1]=[CH:2][CH:3]=1. The yield is 0.810. (5) The product is [O:7]1[CH2:8][CH2:9][O:10][CH:6]1[C:2]1[S:1][C:5]([Sn:16]([CH2:21][CH2:22][CH2:23][CH3:24])([CH2:25][CH2:26][CH2:27][CH3:28])[CH2:17][CH2:18][CH2:19][CH3:20])=[CH:4][CH:3]=1. The catalyst is C1COCC1. The yield is 0.980. The reactants are [S:1]1[CH:5]=[CH:4][CH:3]=[C:2]1[CH:6]1[O:10][CH2:9][CH2:8][O:7]1.[Li]CCCC.[Sn:16](Cl)([CH2:25][CH2:26][CH2:27][CH3:28])([CH2:21][CH2:22][CH2:23][CH3:24])[CH2:17][CH2:18][CH2:19][CH3:20]. (6) The reactants are [I:1][C:2]1[CH:3]=[C:4]2[C:8](=[CH:9][CH:10]=1)[NH:7][C:6](=[O:11])[C:5]2=O.[C:13]([C:17]1[CH:26]=[CH:25][C:20]([C:21]([NH:23][NH2:24])=[O:22])=[CH:19][CH:18]=1)([CH3:16])([CH3:15])[CH3:14]. The catalyst is C(O)(=O)C. The product is [C:13]([C:17]1[CH:26]=[CH:25][C:20]([C:21]([NH:23][N:24]=[C:5]2[C:4]3[C:8](=[CH:9][CH:10]=[C:2]([I:1])[CH:3]=3)[NH:7][C:6]2=[O:11])=[O:22])=[CH:19][CH:18]=1)([CH3:16])([CH3:14])[CH3:15]. The yield is 0.750. (7) The reactants are Cl.[Cl:2][C:3]1[CH:11]=[CH:10][CH:9]=[C:8]2[C:4]=1[CH:5]([CH2:15][CH2:16][C:17]1([F:27])[CH2:26][CH2:25][C:20]3(OCC[O:21]3)[CH2:19][CH2:18]1)[N:6]1[CH:14]=[N:13][CH:12]=[C:7]12.C([O-])(O)=O.[Na+]. The catalyst is C1COCC1. The product is [Cl:2][C:3]1[CH:11]=[CH:10][CH:9]=[C:8]2[C:4]=1[CH:5]([CH2:15][CH2:16][C:17]1([F:27])[CH2:26][CH2:25][C:20](=[O:21])[CH2:19][CH2:18]1)[N:6]1[CH:14]=[N:13][CH:12]=[C:7]12. The yield is 0.810. (8) The reactants are C(OCC[O:6][CH2:7][C:8]1[CH:13]=[C:12]([CH2:14][O:15][CH2:16][CH2:17]OCC)[CH:11]=[CH:10][C:9]=1Br)C.C(OCCOCC1C=CC=C(COCCOCC)C=1Br)C.C([Li])CCC.[F:48][C:49]1[CH:56]=[CH:55]C(C=O)=[CH:51][CH:50]=1.[Cl-].[NH4+]. The catalyst is O1CCCC1.CCCCCC. The product is [F:48][C:49]1[CH:56]=[CH:55][C:17]([CH:16]2[C:11]3[C:12](=[CH:13][C:8]([CH2:7][OH:6])=[CH:9][CH:10]=3)[CH2:14][O:15]2)=[CH:51][CH:50]=1. The yield is 0.887. (9) The reactants are C1CO[C:8]2[CH:7]=[CH:6][C:5]([NH:11][C:12]3[C:17]([F:18])=[CH:16][N:15]=[C:14]([NH:19][C:20]4[CH:25]=[CH:24][CH:23]=[C:22](O)[CH:21]=4)[N:13]=3)=[CH:4][C:3]=2[O:2]1.ClC1N=C(NC2C=CC=C(O)C=2)C(F)=CN=1.[S:43]1[C:47]2C=CC=CC=2[C:45](CN)=[CH:44]1. No catalyst specified. The product is [S:43]1[C:44]2[CH:45]=[CH:21][CH:22]=[CH:23][C:24]=2[C:25]([CH2:20][NH:19][C:14]2[N:13]=[C:12]([NH:11][C:5]3[CH:6]=[CH:7][CH:8]=[C:3]([OH:2])[CH:4]=3)[C:17]([F:18])=[CH:16][N:15]=2)=[CH:47]1. The yield is 0.530. (10) The reactants are C([Li])CCC.Br[C:7]1[S:11][C:10]([CH:12]2[O:16][CH2:15][CH2:14][O:13]2)=[CH:9][CH:8]=1.[Cl:17][C:18]1[CH:19]=[C:20]([CH:23]=[CH:24][CH:25]=1)[CH2:21]Br. The catalyst is O1CCCC1. The product is [Cl:17][C:18]1[CH:19]=[C:20]([CH:23]=[CH:24][CH:25]=1)[CH2:21][C:7]1[S:11][C:10]([CH:12]2[O:16][CH2:15][CH2:14][O:13]2)=[CH:9][CH:8]=1. The yield is 0.190.